Dataset: Reaction yield outcomes from USPTO patents with 853,638 reactions. Task: Predict the reaction yield, written as a fraction of the theoretical maximum amount of product (1.0 means a 100% yield; for example, 0.34 means a 34% yield). (1) The reactants are [NH2:1][C:2]1[N:3]=[N+:4]([O-])[C:5]2[CH:11]=[C:10]([OH:12])[CH:9]=[CH:8][C:6]=2[N:7]=1. The catalyst is CN(C)C=O.CO.[Pd]. The product is [NH2:1][C:2]1[N:3]=[N:4][C:5]2[CH:11]=[C:10]([OH:12])[CH:9]=[CH:8][C:6]=2[N:7]=1. The yield is 0.760. (2) The reactants are [C:1]([C:5]1[CH:6]=[C:7]([N+:12]([O-])=O)[C:8]([CH3:11])=[N:9][CH:10]=1)([CH3:4])([CH3:3])[CH3:2]. The catalyst is C(O)C.[Pd]. The product is [C:1]([C:5]1[CH:6]=[C:7]([NH2:12])[C:8]([CH3:11])=[N:9][CH:10]=1)([CH3:4])([CH3:3])[CH3:2]. The yield is 0.990. (3) The reactants are [C:1]1([N:7]2[C:11]([NH2:12])=[CH:10][CH:9]=[N:8]2)[CH:6]=[CH:5][CH:4]=[CH:3][CH:2]=1.[Br:13][CH:14]([CH:17]=O)[CH:15]=O. The catalyst is C(O)(=O)C. The product is [Br:13][C:14]1[CH:15]=[C:10]2[CH:9]=[N:8][N:7]([C:1]3[CH:6]=[CH:5][CH:4]=[CH:3][CH:2]=3)[C:11]2=[N:12][CH:17]=1. The yield is 0.280. (4) The reactants are [C:1]([C:5]1[CH:10]=[C:9]([C:11]2[CH:16]=[CH:15][CH:14]=[CH:13][C:12]=2[O:17][CH2:18][CH3:19])[C:8]([N+:20]([O-])=O)=[CH:7][C:6]=1[OH:23])([CH3:4])([CH3:3])[CH3:2]. The catalyst is CO.[Ni]. The product is [C:1]([C:5]1[CH:10]=[C:9]([C:11]2[CH:16]=[CH:15][CH:14]=[CH:13][C:12]=2[O:17][CH2:18][CH3:19])[C:8]([NH2:20])=[CH:7][C:6]=1[OH:23])([CH3:3])([CH3:2])[CH3:4]. The yield is 0.920. (5) The reactants are [Cl:1][C:2]1[CH:10]=[C:6]([C:7]([OH:9])=O)[C:5]([OH:11])=[CH:4][CH:3]=1.[F:12][C:13]([F:22])([F:21])[C:14]1[CH:20]=[CH:19][CH:18]=[CH:17][C:15]=1[NH2:16].P(Cl)(Cl)Cl.ClC1C=CC=CC=1. The catalyst is CCCCCC. The product is [F:12][C:13]([F:21])([F:22])[C:14]1[CH:20]=[CH:19][CH:18]=[CH:17][C:15]=1[NH:16][C:7](=[O:9])[C:6]1[CH:10]=[C:2]([Cl:1])[CH:3]=[CH:4][C:5]=1[OH:11]. The yield is 0.580. (6) The product is [Cl:1][C:2]1[CH:3]=[C:4]([CH2:5][NH:6][C:7]2[N:8]=[CH:9][C:10]3[CH:15]=[C:14]([C:16]4[C:17]([Cl:23])=[CH:18][CH:19]=[CH:20][C:21]=4[Cl:22])[N:13]([CH2:24][C@@H:25]4[CH2:30][CH2:29][CH2:28][NH:27][CH2:26]4)[C:11]=3[N:12]=2)[CH:38]=[CH:39][C:40]=1[OH:41]. The reactants are [Cl:1][C:2]1[CH:3]=[C:4]([CH:38]=[CH:39][C:40]=1[OH:41])[CH2:5][NH:6][C:7]1[N:8]=[CH:9][C:10]2[CH:15]=[C:14]([C:16]3[C:21]([Cl:22])=[CH:20][CH:19]=[CH:18][C:17]=3[Cl:23])[N:13]([CH2:24][C@@H:25]3[CH2:30][CH2:29][CH2:28][N:27](C(OC(C)(C)C)=O)[CH2:26]3)[C:11]=2[N:12]=1.FC(F)(F)C(O)=O. The catalyst is C(Cl)Cl. The yield is 0.330. (7) The reactants are [CH2:1]([OH:5])[C@H:2]([OH:4])[CH3:3].[C:6](Cl)([C:19]1[CH:24]=[CH:23][CH:22]=[CH:21][CH:20]=1)([C:13]1[CH:18]=[CH:17][CH:16]=[CH:15][CH:14]=1)[C:7]1[CH:12]=[CH:11][CH:10]=[CH:9][CH:8]=1.C(N(CC)CC)C. The catalyst is C(Cl)Cl.CN(C1C=CC=CN=1)C. The product is [C:6]([O:5][CH2:1][C@H:2]([OH:4])[CH3:3])([C:7]1[CH:12]=[CH:11][CH:10]=[CH:9][CH:8]=1)([C:19]1[CH:20]=[CH:21][CH:22]=[CH:23][CH:24]=1)[C:13]1[CH:14]=[CH:15][CH:16]=[CH:17][CH:18]=1. The yield is 0.860.